From a dataset of Reaction yield outcomes from USPTO patents with 853,638 reactions. Predict the reaction yield, written as a fraction of the theoretical maximum amount of product (1.0 means a 100% yield; for example, 0.34 means a 34% yield). (1) The reactants are C([O:3][C:4](=[O:24])[CH2:5][O:6][C:7]1[CH:12]=[C:11]([CH2:13][N:14]([CH:16]=[O:17])[OH:15])[CH:10]=[C:9]([Cl:18])[C:8]=1[O:19][CH2:20][CH2:21][CH2:22][CH3:23])C.[OH-].[Na+].C(OCC)(=O)C.Cl. The catalyst is CO.O. The product is [CH2:20]([O:19][C:8]1[C:9]([Cl:18])=[CH:10][C:11]([CH2:13][N:14]([CH:16]=[O:17])[OH:15])=[CH:12][C:7]=1[O:6][CH2:5][C:4]([OH:24])=[O:3])[CH2:21][CH2:22][CH3:23]. The yield is 0.200. (2) The reactants are C[N:2](C)[CH:3]=[CH:4][C:5]([C:7]1[C:12](=[O:13])[CH:11]=[CH:10][N:9]([C:14]2[CH:19]=[CH:18][CH:17]=[C:16]([C:20]([F:23])([F:22])[F:21])[CH:15]=2)[N:8]=1)=O.Cl.[Cl:26][C:27]1[CH:32]=[CH:31][CH:30]=[CH:29][C:28]=1[NH:33]N.CCN(CC)CC. The catalyst is C(O)C. The product is [Cl:26][C:27]1[CH:32]=[CH:31][CH:30]=[CH:29][C:28]=1[N:33]1[C:5]([C:7]2[C:12](=[O:13])[CH:11]=[CH:10][N:9]([C:14]3[CH:19]=[CH:18][CH:17]=[C:16]([C:20]([F:23])([F:22])[F:21])[CH:15]=3)[N:8]=2)=[CH:4][CH:3]=[N:2]1. The yield is 0.340. (3) The reactants are [S:1]1[C:5]([C:6](O)=[O:7])=[CH:4][C:3]2[CH2:9][CH2:10][CH2:11][CH2:12][C:2]1=2.C(Cl)(=O)C(Cl)=O.C(N(CC)CC)C.[CH3:26][NH:27][O:28][CH3:29]. The catalyst is CN(C=O)C.C(Cl)Cl. The product is [CH3:29][O:28][N:27]([CH3:26])[C:6]([C:5]1[S:1][C:2]2[CH2:12][CH2:11][CH2:10][CH2:9][C:3]=2[CH:4]=1)=[O:7]. The yield is 0.880. (4) The reactants are [F:1][C:2]1[C:7]([F:8])=[CH:6][CH:5]=[CH:4][C:3]=1[C:9]1[N:41]=[C:12]2[CH:13]=[N:14][N:15]([CH:17]([C:22]3[O:26][N:25]=[C:24]([C:27]4[CH:32]=[CH:31][C:30]([O:33][CH2:34][CH2:35][CH3:36])=[CH:29][C:28]=4[C:37]([F:40])([F:39])[F:38])[CH:23]=3)[C:18](OC)=[O:19])[CH:16]=[C:11]2[N:10]=1.C(=O)([O-])[O-].[K+].[K+].CC(O)=O.[CH:52]([OH:55])([CH3:54])[CH3:53]. The catalyst is CCOC(C)=O. The product is [F:1][C:2]1[C:7]([F:8])=[CH:6][CH:5]=[CH:4][C:3]=1[C:9]1[N:41]=[C:12]2[CH:13]=[N:14][N:15]([CH:17]([C:22]3[O:26][N:25]=[C:24]([C:27]4[CH:32]=[CH:31][C:30]([O:33][CH2:34][CH2:35][CH3:36])=[CH:29][C:28]=4[C:37]([F:39])([F:38])[F:40])[CH:23]=3)[C:18]([O:55][CH:52]([CH3:54])[CH3:53])=[O:19])[CH:16]=[C:11]2[N:10]=1. The yield is 0.620. (5) The reactants are [I-:1].[Na+].Br[C:4]1[CH:5]=[C:6]2[C:11](=[CH:12][CH:13]=1)[N:10]=[CH:9][CH:8]=[CH:7]2. The catalyst is [Cu]I.O1CCOCC1. The product is [I:1][C:4]1[CH:5]=[C:6]2[C:11](=[CH:12][CH:13]=1)[N:10]=[CH:9][CH:8]=[CH:7]2. The yield is 0.920. (6) The reactants are C(OC([NH:8][CH2:9]/[C:10](/[CH2:13][C:14]1[CH:19]=[CH:18][C:17]([O:20]C)=[CH:16][CH:15]=1)=[CH:11]\[F:12])=O)(C)(C)C.B(Br)(Br)[Br:23]. The catalyst is ClCCl. The product is [BrH:23].[F:12]/[CH:11]=[C:10](/[CH2:13][C:14]1[CH:15]=[CH:16][C:17]([OH:20])=[CH:18][CH:19]=1)\[CH2:9][NH2:8]. The yield is 0.620. (7) The reactants are C(O[C:6](=O)[N:7]([CH2:9][C:10]1[CH:15]=[C:14]([C:16]([N:18]2[CH2:24][CH2:23][CH2:22][N:21]([CH:25]3[CH2:27][CH2:26]3)[CH2:20][CH2:19]2)=[O:17])[CH:13]=[CH:12][C:11]=1[O:28][C:29]1[CH:34]=[CH:33][C:32]([Cl:35])=[C:31]([Cl:36])[CH:30]=1)C)(C)(C)C.C(O)(C(F)(F)F)=O. The catalyst is C(Cl)Cl. The product is [CH:25]1([N:21]2[CH2:22][CH2:23][CH2:24][N:18]([C:16]([C:14]3[CH:13]=[CH:12][C:11]([O:28][C:29]4[CH:34]=[CH:33][C:32]([Cl:35])=[C:31]([Cl:36])[CH:30]=4)=[C:10]([CH2:9][NH:7][CH3:6])[CH:15]=3)=[O:17])[CH2:19][CH2:20]2)[CH2:27][CH2:26]1. The yield is 0.750.